This data is from Serine/threonine kinase 33 screen with 319,792 compounds. The task is: Binary Classification. Given a drug SMILES string, predict its activity (active/inactive) in a high-throughput screening assay against a specified biological target. The result is 0 (inactive). The compound is S1\C(=C2\c3c(N(C2=O)CC)cccc3)C(=O)N(NC(=O)c2c(O)cccc2)C1=S.